Dataset: Forward reaction prediction with 1.9M reactions from USPTO patents (1976-2016). Task: Predict the product of the given reaction. Given the reactants [CH3:1][C:2]1[CH:8]=[CH:7][C:5]([NH2:6])=[C:4]([N+:9]([O-:11])=[O:10])[CH:3]=1.Cl.[N:13]([O-])=O.[Na+].[CH3:17][CH:18](C(C)=O)[C:19]([O:21][CH2:22][CH3:23])=[O:20].[OH-].[K+], predict the reaction product. The product is: [CH3:1][C:2]1[CH:8]=[CH:7][C:5]([NH:6][N:13]=[C:18]([CH3:17])[C:19]([O:21][CH2:22][CH3:23])=[O:20])=[C:4]([N+:9]([O-:11])=[O:10])[CH:3]=1.